This data is from Reaction yield outcomes from USPTO patents with 853,638 reactions. The task is: Predict the reaction yield, written as a fraction of the theoretical maximum amount of product (1.0 means a 100% yield; for example, 0.34 means a 34% yield). (1) The reactants are O1CCCC1.[C:6]([O:10][C:11](=[O:19])[NH:12][C:13]1[S:17][C:16]([Br:18])=[N:15][CH:14]=1)([CH3:9])([CH3:8])[CH3:7].[H-].[Na+].[CH3:22][C:23]([O:26][C:27](O[C:27]([O:26][C:23]([CH3:25])([CH3:24])[CH3:22])=[O:28])=[O:28])([CH3:25])[CH3:24]. The catalyst is C(OCC)(=O)C.O. The product is [Br:18][C:16]1[S:17][C:13]([N:12]([C:27]([O:26][C:23]([CH3:25])([CH3:24])[CH3:22])=[O:28])[C:11]([O:10][C:6]([CH3:9])([CH3:7])[CH3:8])=[O:19])=[CH:14][N:15]=1. The yield is 0.930. (2) The reactants are [Cl:1][C:2]1[N:3]=[C:4](Cl)[C:5]2[CH2:10][CH2:9][CH:8]([C:11]3[CH:16]=[CH:15][C:14]([F:17])=[CH:13][CH:12]=3)[C:6]=2[N:7]=1.[CH3:19][NH:20][CH3:21]. The catalyst is CO. The product is [Cl:1][C:2]1[N:3]=[C:4]([N:20]([CH3:21])[CH3:19])[C:5]2[CH2:10][CH2:9][CH:8]([C:11]3[CH:16]=[CH:15][C:14]([F:17])=[CH:13][CH:12]=3)[C:6]=2[N:7]=1. The yield is 1.00. (3) The reactants are [CH2:1]([O:5][C:6]1[CH:7]=[C:8]([SH:12])[CH:9]=[CH:10][CH:11]=1)[CH2:2][CH2:3][CH3:4].[CH2:13]([O:15][C:16](=[O:28])[CH:17]([C:23](OCC)=[O:24])[C:18](OCC)=[O:19])[CH3:14].[Sn](Cl)(Cl)(Cl)Cl. The catalyst is C(OCC)(=O)C. The product is [CH2:13]([O:15][C:16]([C:17]1[C:18](=[O:19])[S:12][C:8]2[C:9]([C:23]=1[OH:24])=[CH:10][CH:11]=[C:6]([O:5][CH2:1][CH2:2][CH2:3][CH3:4])[CH:7]=2)=[O:28])[CH3:14]. The yield is 0.0700. (4) The reactants are [F:1][C:2]1[CH:15]=[CH:14][C:5]([CH2:6][S:7]([CH2:10][C:11](O)=O)(=[O:9])=[O:8])=[CH:4][CH:3]=1.[Br:16][C:17]1[CH:24]=[CH:23][C:20](C=O)=[CH:19][CH:18]=1. No catalyst specified. The product is [F:1][C:2]1[CH:15]=[CH:14][C:5]([CH2:6][S:7](/[CH:10]=[CH:11]/[C:20]2[CH:23]=[CH:24][C:17]([Br:16])=[CH:18][CH:19]=2)(=[O:9])=[O:8])=[CH:4][CH:3]=1. The yield is 0.820. (5) The reactants are [CH3:1][N:2]1[C@@H:19]2[CH2:20][C:7]3[CH:8]=[CH:9][C:10]([O:22][CH3:23])=[C:11]4[O:12][C@H:13]5[C:14]([CH2:16][CH2:17][C@:18]2([OH:21])[C@:5]5([C:6]=34)[CH2:4][CH2:3]1)=[O:15].Cl. The catalyst is C(Cl)(Cl)Cl. The product is [CH3:1][N:2]1[C@@H:19]2[CH2:20][C:7]3[CH:8]=[CH:9][C:10]([O:22][CH3:23])=[C:11]4[O:12][C@H:13]5[C:14]([CH2:16][CH2:17][C@:18]2([OH:21])[C@:5]5([C:6]=34)[CH2:4][CH2:3]1)=[O:15]. The yield is 0.930. (6) No catalyst specified. The reactants are [CH2:1]([N:8]([C@@H:16]1[CH2:21][CH2:20][C@H:19]([CH2:22][OH:23])[CH2:18][CH2:17]1)[CH2:9][C:10]1[CH:15]=[CH:14][CH:13]=[CH:12][CH:11]=1)[C:2]1[CH:7]=[CH:6][CH:5]=[CH:4][CH:3]=1.Cl.ClCC[N:28]1[CH2:33][CH2:32][CH2:31][CH2:30][CH2:29]1.[H-].[K+].O1CCO[CH2:38][CH2:37]1. The product is [CH2:9]([N:8]([CH2:1][C:2]1[CH:3]=[CH:4][CH:5]=[CH:6][CH:7]=1)[C@H:16]1[CH2:21][CH2:20][C@@H:19]([CH2:22][O:23][CH2:37][CH2:38][CH:33]2[CH2:32][CH2:31][CH2:30][CH2:29][NH:28]2)[CH2:18][CH2:17]1)[C:10]1[CH:15]=[CH:14][CH:13]=[CH:12][CH:11]=1. The yield is 0.720. (7) The reactants are CCN=C=NCCCN(C)C.[CH3:12][C:13]1[CH:18]=[CH:17][C:16]([C:19]2[CH:24]=[C:23]([N+:25]([O-:27])=[O:26])[CH:22]=[C:21]([C:28]([OH:30])=O)[CH:20]=2)=[CH:15][CH:14]=1.C1C=[CH:33][C:34]2[N:39](O)N=N[C:35]=2C=1.CN1[C:46](=[O:47])CCC1. The catalyst is C(Cl)Cl.CN(C=O)C. The product is [CH3:46][O:47][CH2:33][CH:34]([NH:39][C:28]([C:21]1[CH:20]=[C:19]([C:16]2[CH:15]=[CH:14][C:13]([CH3:12])=[CH:18][CH:17]=2)[CH:24]=[C:23]([N+:25]([O-:27])=[O:26])[CH:22]=1)=[O:30])[CH3:35]. The yield is 0.835. (8) The reactants are C(O[C:6]([N:8]1[CH2:12][CH2:11][CH2:10][CH:9]1[C:13]1[NH:14][C:15]([C:18]2[CH:23]=[CH:22][C:21]([B:24]3[O:28][C:27]([CH3:30])([CH3:29])[C:26]([CH3:32])([CH3:31])[O:25]3)=[CH:20][CH:19]=2)=[CH:16][N:17]=1)=[O:7])(C)(C)C.Cl.[CH3:34][O:35][C:36]([NH:38][CH:39]([C:43]1[CH:48]=[CH:47][CH:46]=[CH:45][CH:44]=1)C(O)=O)=[O:37].CN(C(ON1N=NC2C=CC=NC1=2)=[N+](C)C)C.F[P-](F)(F)(F)(F)F.[O-]P([O-])([O-])=O.[K+].[K+].[K+]. The catalyst is C(Cl)Cl.CCOC(C)=O. The product is [CH3:34][O:35][C:36](=[O:37])[NH:38][CH:39]([C:43]1[CH:48]=[CH:47][CH:46]=[CH:45][CH:44]=1)[C:6](=[O:7])[N:8]1[CH2:12][CH2:11][CH2:10][CH:9]1[C:13]1[NH:14][C:15]([C:18]2[CH:23]=[CH:22][C:21]([B:24]3[O:25][C:26]([CH3:32])([CH3:31])[C:27]([CH3:30])([CH3:29])[O:28]3)=[CH:20][CH:19]=2)=[CH:16][N:17]=1. The yield is 0.790. (9) The reactants are [CH2:1]([O:8][C:9]1[C:10]([CH3:18])=[C:11]([CH:16]=[O:17])[CH:12]=[N:13][C:14]=1[CH3:15])[C:2]1[CH:7]=[CH:6][CH:5]=[CH:4][CH:3]=1.[P:19]([O-:30])([O:25][C:26]([CH3:29])([CH3:28])[CH3:27])[O:20][C:21]([CH3:24])([CH3:23])[CH3:22].C1CCN2C(=NCCC2)CC1.O. The catalyst is ClCCl. The product is [C:26]([O:25][P:19]([CH:16]([C:11]1[CH:12]=[N:13][C:14]([CH3:15])=[C:9]([O:8][CH2:1][C:2]2[CH:3]=[CH:4][CH:5]=[CH:6][CH:7]=2)[C:10]=1[CH3:18])[OH:17])(=[O:30])[O:20][C:21]([CH3:24])([CH3:23])[CH3:22])([CH3:29])([CH3:28])[CH3:27]. The yield is 0.830. (10) The reactants are [F:1][C:2]1[CH:7]=[CH:6][CH:5]=[C:4]([F:8])[C:3]=1[N:9]1[C:14]2[N:15]=[C:16](S(C)(=O)=O)[N:17]=[C:18]([C:19]3[CH:20]=[C:21]([NH:26][C:27]([C:29]4[CH:33]=[CH:32][S:31][CH:30]=4)=[O:28])[CH:22]=[CH:23][C:24]=3[CH3:25])[C:13]=2[CH:12]=[CH:11][C:10]1=[O:38].[CH3:39][C:40]1([CH3:49])[CH2:45][CH:44]([NH2:46])[CH2:43][C:42]([CH3:48])([CH3:47])[NH:41]1. The catalyst is C(#N)C. The product is [F:8][C:4]1[CH:5]=[CH:6][CH:7]=[C:2]([F:1])[C:3]=1[N:9]1[C:14]2[N:15]=[C:16]([NH:46][CH:44]3[CH2:45][C:40]([CH3:49])([CH3:39])[NH:41][C:42]([CH3:48])([CH3:47])[CH2:43]3)[N:17]=[C:18]([C:19]3[CH:20]=[C:21]([NH:26][C:27]([C:29]4[CH:33]=[CH:32][S:31][CH:30]=4)=[O:28])[CH:22]=[CH:23][C:24]=3[CH3:25])[C:13]=2[CH:12]=[CH:11][C:10]1=[O:38]. The yield is 0.160.